Dataset: CYP2D6 inhibition data for predicting drug metabolism from PubChem BioAssay. Task: Regression/Classification. Given a drug SMILES string, predict its absorption, distribution, metabolism, or excretion properties. Task type varies by dataset: regression for continuous measurements (e.g., permeability, clearance, half-life) or binary classification for categorical outcomes (e.g., BBB penetration, CYP inhibition). Dataset: cyp2d6_veith. (1) The molecule is O=C(Nc1ccccc1)c1cc(-c2ccccc2Cl)no1. The result is 0 (non-inhibitor). (2) The drug is Cc1cnc(CNc2ncncc2-c2cccc(C#N)c2)cn1. The result is 0 (non-inhibitor). (3) The molecule is Cn1c(=NC(=O)CCl)sc2ccccc21. The result is 0 (non-inhibitor). (4) The drug is Clc1ccc2ncc(-c3nnnn3-c3ccccc3)c(-c3ccccc3)c2c1. The result is 0 (non-inhibitor). (5) The drug is Cc1nonc1NC(=O)OCCN1CCOC1=O. The result is 0 (non-inhibitor). (6) The molecule is Cc1ccc(C(=O)NC2CCCCC2)cc1. The result is 0 (non-inhibitor). (7) The drug is Cc1ccccc1-c1nc(-c2ccc(NC(=O)c3cccs3)cc2)no1. The result is 0 (non-inhibitor). (8) The compound is CN1CCN(c2ncc3nc(-c4cn(C)c5ccccc45)c(=O)n(C)c3n2)CC1. The result is 0 (non-inhibitor). (9) The compound is CO[C@H]1COC(=O)[C@H](C)COC(=O)[C@@H](OCc2ccccc2)/C=C\[C@@H]1C. The result is 0 (non-inhibitor).